Predict the reactants needed to synthesize the given product. From a dataset of Full USPTO retrosynthesis dataset with 1.9M reactions from patents (1976-2016). (1) Given the product [CH3:1][O:2][C:3]1[CH:4]=[C:5]2[C:7]([CH:11]=[CH:12][C:13]([CH3:14])=[N:6]2)=[CH:8][C:9]=1[CH3:10], predict the reactants needed to synthesize it. The reactants are: [CH3:1][O:2][C:3]1[CH:4]=[C:5]([CH:7]=[CH:8][C:9]=1[CH3:10])[NH2:6].[CH:11](=O)/[CH:12]=[CH:13]/[CH3:14].[NH4+].[OH-]. (2) Given the product [F:43][C:41]1[CH:42]=[C:37]([NH:36][C:35]([N:14]2[C:13]3[N:23]=[C:9]([C:5]4[CH:6]=[CH:7][CH:8]=[C:3]([C:2]([F:1])([F:24])[F:25])[CH:4]=4)[CH:10]=[CH:11][C:12]=3[S:19](=[O:21])(=[O:20])[N:18]3[CH2:22][C@@H:15]2[CH2:16][CH2:17]3)=[O:34])[CH:38]=[N:39][CH:40]=1, predict the reactants needed to synthesize it. The reactants are: [F:1][C:2]([F:25])([F:24])[C:3]1[CH:4]=[C:5]([C:9]2[CH:10]=[CH:11][C:12]3[S:19](=[O:21])(=[O:20])[N:18]4[CH2:22][C@H:15]([CH2:16][CH2:17]4)[NH:14][C:13]=3[N:23]=2)[CH:6]=[CH:7][CH:8]=1.[H-].[Na+].C1([O:34][C:35](=O)[NH:36][C:37]2[CH:38]=[N:39][CH:40]=[C:41]([F:43])[CH:42]=2)C=CC=CC=1.O. (3) Given the product [CH:1]1([CH2:4][O:5][C:6]2[CH:25]=[CH:24][C:9]([CH2:10][N:11]3[CH2:20][CH2:19][C:18]4[C:13](=[CH:14][CH:15]=[C:16]([OH:21])[CH:17]=4)[C:12]3=[O:23])=[CH:8][CH:7]=2)[CH2:3][CH2:2]1, predict the reactants needed to synthesize it. The reactants are: [CH:1]1([CH2:4][O:5][C:6]2[CH:25]=[CH:24][C:9]([CH2:10][N:11]3[CH2:20][CH2:19][C:18]4[C:13](=[CH:14][CH:15]=[C:16]([O:21]C)[CH:17]=4)[C:12]3=[O:23])=[CH:8][CH:7]=2)[CH2:3][CH2:2]1.C[S-].[Na+].O. (4) The reactants are: Cl[C:2]1[N:11]=[C:10]([C:12]2[CH:17]=[CH:16][CH:15]=[CH:14][C:13]=2[F:18])[C:9]2[C:4](=[CH:5][CH:6]=[CH:7][CH:8]=2)[N:3]=1.[C:19]([O:23][C:24]([N:26]1[CH2:31][CH2:30][CH:29]([NH2:32])[CH2:28][CH2:27]1)=[O:25])([CH3:22])([CH3:21])[CH3:20]. Given the product [C:19]([O:23][C:24]([N:26]1[CH2:31][CH2:30][CH:29]([NH:32][C:2]2[N:11]=[C:10]([C:12]3[CH:17]=[CH:16][CH:15]=[CH:14][C:13]=3[F:18])[C:9]3[C:4](=[CH:5][CH:6]=[CH:7][CH:8]=3)[N:3]=2)[CH2:28][CH2:27]1)=[O:25])([CH3:22])([CH3:20])[CH3:21], predict the reactants needed to synthesize it. (5) The reactants are: [CH3:1][CH:2]([CH2:7][CH2:8][CH:9]=[CH2:10])[CH2:3][C@@H:4]([OH:6])[CH3:5].[CH3:11][C:12]1[CH:17]=[CH:16][C:15]([S:18](Cl)(=[O:20])=[O:19])=[CH:14][CH:13]=1. Given the product [CH3:11][C:12]1[CH:17]=[CH:16][C:15]([S:18]([O:6][C@H:4]([CH2:3][CH:2]([CH3:1])[CH2:7][CH2:8][CH:9]=[CH2:10])[CH3:5])(=[O:20])=[O:19])=[CH:14][CH:13]=1, predict the reactants needed to synthesize it. (6) Given the product [CH3:22][C:20]1[S:21][C:17]([CH2:16][NH:7][CH2:6][C:5]2[CH:8]=[CH:9][C:10]([C:11]3[O:15][CH:14]=[N:13][CH:12]=3)=[C:3]([O:2][CH3:1])[CH:4]=2)=[CH:18][CH:19]=1, predict the reactants needed to synthesize it. The reactants are: [CH3:1][O:2][C:3]1[CH:4]=[C:5]([CH:8]=[CH:9][C:10]=1[C:11]1[O:15][CH:14]=[N:13][CH:12]=1)[CH2:6][NH2:7].[CH3:16][C:17]1[S:21][C:20]([CH:22]=O)=[CH:19][CH:18]=1. (7) Given the product [C:27]1([CH2:26][N:2]2[CH2:3][CH2:4][CH2:5][CH2:6][N:1]2[C:7]2[C:16]3[C:11](=[CH:12][CH:13]=[CH:14][CH:15]=3)[C:10]([C:17]#[N:18])=[CH:9][CH:8]=2)[CH:32]=[CH:31][CH:30]=[CH:29][CH:28]=1, predict the reactants needed to synthesize it. The reactants are: [N:1]1([C:7]2[C:16]3[C:11](=[CH:12][CH:13]=[CH:14][CH:15]=3)[C:10]([C:17]#[N:18])=[CH:9][CH:8]=2)[CH2:6][CH2:5][CH2:4][CH2:3][NH:2]1.C(O)C.C(O)(=O)C.[CH:26](=O)[C:27]1[CH:32]=[CH:31][CH:30]=[CH:29][CH:28]=1. (8) Given the product [CH:2]([CH:4]1[C:15](=[O:16])[C:7]2=[C:8]3[CH2:14][CH2:13][O:12][C:9]3=[N:10][CH:11]=[C:6]2[CH2:5]1)([CH3:3])[CH3:1], predict the reactants needed to synthesize it. The reactants are: [CH3:1][C:2](=[C:4]1[C:15](=[O:16])[C:7]2=[C:8]3[CH2:14][CH2:13][O:12][C:9]3=[N:10][CH:11]=[C:6]2[CH2:5]1)[CH3:3]. (9) Given the product [Cl:1][C:2]1[CH:10]=[C:9]2[C:5]([C:6]([C:18]3[N:19]=[C:20]4[C:26]([C:27]([NH:29][CH:30]([CH3:32])[CH3:31])=[O:28])=[CH:25][NH:24][C:21]4=[N:22][CH:23]=3)=[N:7][N:8]2[CH2:11][C:12]2[CH:16]=[C:15]([CH3:17])[O:14][N:13]=2)=[CH:4][CH:3]=1, predict the reactants needed to synthesize it. The reactants are: [Cl:1][C:2]1[CH:10]=[C:9]2[C:5]([C:6]([C:18]3[N:19]=[C:20]4[C:26]([C:27]([NH:29][CH:30]([CH3:32])[CH3:31])=[O:28])=[CH:25][N:24](COCC[Si](C)(C)C)[C:21]4=[N:22][CH:23]=3)=[N:7][N:8]2[CH2:11][C:12]2[CH:16]=[C:15]([CH3:17])[O:14][N:13]=2)=[CH:4][CH:3]=1.FC(F)(F)C(O)=O.ClCCl.CO. (10) Given the product [NH:40]1[CH2:41][CH:38]([N:36]2[CH:37]=[C:33]([C:2]3[CH:24]=[CH:23][C:5]4[C:6]5[N:7]=[C:8]([C:14]6[N:15]([CH:20]([CH3:22])[CH3:21])[N:16]=[C:17]([CH3:19])[N:18]=6)[S:9][C:10]=5[CH2:11][CH2:12][O:13][C:4]=4[CH:3]=3)[CH:34]=[N:35]2)[CH2:39]1, predict the reactants needed to synthesize it. The reactants are: Br[C:2]1[CH:24]=[CH:23][C:5]2[C:6]3[N:7]=[C:8]([C:14]4[N:15]([CH:20]([CH3:22])[CH3:21])[N:16]=[C:17]([CH3:19])[N:18]=4)[S:9][C:10]=3[CH2:11][CH2:12][O:13][C:4]=2[CH:3]=1.CC1(C)C(C)(C)OB([C:33]2[CH:34]=[N:35][N:36]([CH:38]3[CH2:41][N:40](C(OC(C)(C)C)=O)[CH2:39]3)[CH:37]=2)O1.